From a dataset of NCI-60 drug combinations with 297,098 pairs across 59 cell lines. Regression. Given two drug SMILES strings and cell line genomic features, predict the synergy score measuring deviation from expected non-interaction effect. (1) Drug 1: CC1=C(C=C(C=C1)NC(=O)C2=CC=C(C=C2)CN3CCN(CC3)C)NC4=NC=CC(=N4)C5=CN=CC=C5. Drug 2: CC=C1C(=O)NC(C(=O)OC2CC(=O)NC(C(=O)NC(CSSCCC=C2)C(=O)N1)C(C)C)C(C)C. Cell line: MOLT-4. Synergy scores: CSS=61.4, Synergy_ZIP=-1.20, Synergy_Bliss=0.491, Synergy_Loewe=-11.1, Synergy_HSA=-1.05. (2) Drug 1: CS(=O)(=O)C1=CC(=C(C=C1)C(=O)NC2=CC(=C(C=C2)Cl)C3=CC=CC=N3)Cl. Drug 2: C1=C(C(=O)NC(=O)N1)F. Cell line: NCI-H460. Synergy scores: CSS=42.6, Synergy_ZIP=-2.79, Synergy_Bliss=-8.55, Synergy_Loewe=-21.6, Synergy_HSA=-7.82. (3) Drug 1: C#CCC(CC1=CN=C2C(=N1)C(=NC(=N2)N)N)C3=CC=C(C=C3)C(=O)NC(CCC(=O)O)C(=O)O. Drug 2: C1=NC2=C(N1)C(=S)N=CN2. Cell line: NCI-H226. Synergy scores: CSS=26.7, Synergy_ZIP=2.81, Synergy_Bliss=3.11, Synergy_Loewe=3.93, Synergy_HSA=3.47. (4) Drug 1: C1=NC2=C(N1)C(=S)N=C(N2)N. Drug 2: C1CN(CCN1C(=O)CCBr)C(=O)CCBr. Cell line: HOP-62. Synergy scores: CSS=30.6, Synergy_ZIP=-3.65, Synergy_Bliss=-3.63, Synergy_Loewe=-6.63, Synergy_HSA=-0.419. (5) Drug 1: C1=NC2=C(N=C(N=C2N1C3C(C(C(O3)CO)O)F)Cl)N. Drug 2: C1=CN(C=N1)CC(O)(P(=O)(O)O)P(=O)(O)O. Cell line: CAKI-1. Synergy scores: CSS=25.8, Synergy_ZIP=-4.60, Synergy_Bliss=-1.79, Synergy_Loewe=-23.3, Synergy_HSA=0.439. (6) Cell line: SW-620. Synergy scores: CSS=1.19, Synergy_ZIP=1.17, Synergy_Bliss=0.242, Synergy_Loewe=2.74, Synergy_HSA=-1.93. Drug 1: CC(C)CN1C=NC2=C1C3=CC=CC=C3N=C2N. Drug 2: COCCOC1=C(C=C2C(=C1)C(=NC=N2)NC3=CC=CC(=C3)C#C)OCCOC.Cl. (7) Drug 1: CC1C(C(CC(O1)OC2CC(CC3=C2C(=C4C(=C3O)C(=O)C5=C(C4=O)C(=CC=C5)OC)O)(C(=O)CO)O)N)O.Cl. Drug 2: C1=NC2=C(N1)C(=S)N=C(N2)N. Cell line: A549. Synergy scores: CSS=40.1, Synergy_ZIP=-2.56, Synergy_Bliss=1.57, Synergy_Loewe=-3.80, Synergy_HSA=0.872. (8) Drug 1: CNC(=O)C1=CC=CC=C1SC2=CC3=C(C=C2)C(=NN3)C=CC4=CC=CC=N4. Drug 2: C1=NC2=C(N1)C(=S)N=C(N2)N. Cell line: SNB-75. Synergy scores: CSS=7.99, Synergy_ZIP=-4.57, Synergy_Bliss=0.515, Synergy_Loewe=0.107, Synergy_HSA=0.320.